Predict the reaction yield, written as a fraction of the theoretical maximum amount of product (1.0 means a 100% yield; for example, 0.34 means a 34% yield). From a dataset of Reaction yield outcomes from USPTO patents with 853,638 reactions. The reactants are Cl[C:2]1[C:3]([CH:8]2[CH2:11][N:10]([C:12]([O:14][C:15]([CH3:18])([CH3:17])[CH3:16])=[O:13])[CH2:9]2)=[N:4][CH:5]=[CH:6][N:7]=1.C([O-])([O-])=O.[Na+].[Na+].[CH3:25][O:26][C:27]1[CH:32]=[CH:31][C:30](B(O)O)=[CH:29][CH:28]=1. The catalyst is O1CCOCC1.O.C1C=CC(P(C2C=CC=CC=2)[C-]2C=CC=C2)=CC=1.C1C=CC(P(C2C=CC=CC=2)[C-]2C=CC=C2)=CC=1.Cl[Pd]Cl.[Fe+2]. The product is [C:15]([O:14][C:12]([N:10]1[CH2:11][CH:8]([C:3]2[C:2]([C:30]3[CH:31]=[CH:32][C:27]([O:26][CH3:25])=[CH:28][CH:29]=3)=[N:7][CH:6]=[CH:5][N:4]=2)[CH2:9]1)=[O:13])([CH3:18])([CH3:17])[CH3:16]. The yield is 0.960.